This data is from Full USPTO retrosynthesis dataset with 1.9M reactions from patents (1976-2016). The task is: Predict the reactants needed to synthesize the given product. (1) Given the product [CH3:1][C:2]1[CH:3]=[C:4]([O:13][C:14]2[CH:19]=[CH:18][N:17]=[CH:16][C:15]=2[NH:20][C:31]([NH:30][C:27]2[CH:28]=[CH:29][C:24]([O:23][C:22]([F:21])([F:33])[F:34])=[CH:25][CH:26]=2)=[O:32])[N:5]([C:7]2[CH:8]=[CH:9][CH:10]=[CH:11][CH:12]=2)[N:6]=1, predict the reactants needed to synthesize it. The reactants are: [CH3:1][C:2]1[CH:3]=[C:4]([O:13][C:14]2[CH:19]=[CH:18][N:17]=[CH:16][C:15]=2[NH2:20])[N:5]([C:7]2[CH:12]=[CH:11][CH:10]=[CH:9][CH:8]=2)[N:6]=1.[F:21][C:22]([F:34])([F:33])[O:23][C:24]1[CH:29]=[CH:28][C:27]([N:30]=[C:31]=[O:32])=[CH:26][CH:25]=1.C(N(CC)CC)C. (2) Given the product [CH2:18]([O:25][C:26]1[CH:27]=[C:28]([NH:29][C:15]([C:11]2[CH:10]=[C:9]3[C:14](=[CH:13][CH:12]=2)[N:5]=[CH:6][CH:7]=[CH:8]3)=[O:17])[CH:30]=[CH:31][CH:32]=1)[C:19]1[CH:20]=[CH:21][CH:22]=[CH:23][CH:24]=1, predict the reactants needed to synthesize it. The reactants are: S(Cl)(Cl)=O.[N:5]1[C:14]2[C:9](=[CH:10][C:11]([C:15]([OH:17])=O)=[CH:12][CH:13]=2)[CH:8]=[CH:7][CH:6]=1.[CH2:18]([O:25][C:26]1[CH:27]=[C:28]([CH:30]=[CH:31][CH:32]=1)[NH2:29])[C:19]1[CH:24]=[CH:23][CH:22]=[CH:21][CH:20]=1.C(N(CC)CC)C. (3) The reactants are: I[C:2]1[C:3]([O:8][CH2:9][CH:10]([CH3:12])[CH3:11])=[N:4][O:5][C:6]=1[CH3:7].C([Mg]Br)(C)C.[O:18]1COC[O:20][CH2:19]1.C(=O)=O. Given the product [CH2:9]([O:8][C:3]1[C:2]([C:19]([OH:20])=[O:18])=[C:6]([CH3:7])[O:5][N:4]=1)[CH:10]([CH3:12])[CH3:11], predict the reactants needed to synthesize it. (4) Given the product [CH2:37]([N:33]([CH2:34][CH2:35][CH3:36])[CH2:32][CH2:31][CH2:30][CH2:29][N:6]([CH2:7][C:8]1[CH:13]=[CH:12][C:11]([CH2:14][N:15]([CH2:23][C:24]2[NH:25][CH:26]=[CH:27][N:28]=2)[CH2:16][C:17]2[N:18]([CH3:22])[CH:19]=[CH:20][N:21]=2)=[CH:10][CH:9]=1)[CH2:5][CH2:4][C:3]([OH:40])=[O:2])[CH2:38][CH3:39], predict the reactants needed to synthesize it. The reactants are: C[O:2][C:3](=[O:40])[CH2:4][CH2:5][N:6]([CH2:29][CH2:30][CH2:31][CH2:32][N:33]([CH2:37][CH2:38][CH3:39])[CH2:34][CH2:35][CH3:36])[CH2:7][C:8]1[CH:13]=[CH:12][C:11]([CH2:14][N:15]([CH2:23][C:24]2[NH:25][CH:26]=[CH:27][N:28]=2)[CH2:16][C:17]2[N:18]([CH3:22])[CH:19]=[CH:20][N:21]=2)=[CH:10][CH:9]=1.Cl. (5) Given the product [CH:54]1([C@H:49]([NH:48][CH2:45][CH:40]([NH:39][C:38]([N:15]2[CH2:16][C@H:17]([O:19][C:20]3[C:29]4[C:24](=[CH:25][C:26]([O:30][CH3:31])=[CH:27][CH:28]=4)[N:23]=[C:22]([C:32]4[CH:37]=[CH:36][CH:35]=[CH:34][CH:33]=4)[CH:21]=3)[CH2:18][C@H:14]2[C:12]([NH:11][C@:6]2([C:4]([OH:3])=[O:5])[CH2:8][C@H:7]2[CH:9]=[CH2:10])=[O:13])=[O:47])[C:41]([CH3:44])([CH3:42])[CH3:43])[C:50](=[O:51])[NH:52][CH3:53])[CH2:59][CH2:58][CH2:57][CH2:56][CH2:55]1, predict the reactants needed to synthesize it. The reactants are: C([O:3][C:4]([C@@:6]1([NH:11][C:12]([C@@H:14]2[CH2:18][C@@H:17]([O:19][C:20]3[C:29]4[C:24](=[CH:25][C:26]([O:30][CH3:31])=[CH:27][CH:28]=4)[N:23]=[C:22]([C:32]4[CH:37]=[CH:36][CH:35]=[CH:34][CH:33]=4)[CH:21]=3)[CH2:16][N:15]2[C:38](=[O:47])[NH:39][C@H:40]([CH:45]=O)[C:41]([CH3:44])([CH3:43])[CH3:42])=[O:13])[CH2:8][C@H:7]1[CH:9]=[CH2:10])=[O:5])C.[NH2:48][CH:49]([CH:54]1[CH2:59][CH2:58][CH2:57][CH2:56][CH2:55]1)[C:50]([NH:52][CH3:53])=[O:51].